Dataset: Catalyst prediction with 721,799 reactions and 888 catalyst types from USPTO. Task: Predict which catalyst facilitates the given reaction. (1) Reactant: Cl[C:2]1[CH:3]=[CH:4][C:5]2[N:6]([C:8]([C:11]3[CH:16]=[CH:15][CH:14]=[C:13]([F:17])[CH:12]=3)=[CH:9][N:10]=2)[N:7]=1.[NH2:18][C@H:19]1[CH2:24][CH2:23][C@H:22]([C:25]([OH:28])([CH3:27])[CH3:26])[CH2:21][CH2:20]1.C([O-])(O)=O.[Na+]. The catalyst class is: 37. Product: [F:17][C:13]1[CH:12]=[C:11]([C:8]2[N:6]3[N:7]=[C:2]([NH:18][C@H:19]4[CH2:24][CH2:23][C@H:22]([C:25]([OH:28])([CH3:26])[CH3:27])[CH2:21][CH2:20]4)[CH:3]=[CH:4][C:5]3=[N:10][CH:9]=2)[CH:16]=[CH:15][CH:14]=1. (2) Reactant: [CH3:1][C@H:2]1[NH:7][CH2:6][CH2:5][N:4]([C:8]([O:10][C:11]([CH3:14])([CH3:13])[CH3:12])=[O:9])[CH2:3]1.[S:15](N)([NH2:18])(=[O:17])=[O:16]. Product: [NH2:18][S:15]([N:7]1[CH2:6][CH2:5][N:4]([C:8]([O:10][C:11]([CH3:13])([CH3:12])[CH3:14])=[O:9])[CH2:3][C@H:2]1[CH3:1])(=[O:17])=[O:16]. The catalyst class is: 12.